This data is from Full USPTO retrosynthesis dataset with 1.9M reactions from patents (1976-2016). The task is: Predict the reactants needed to synthesize the given product. (1) Given the product [CH2:15]([O:17][C:18](=[O:21])[CH2:19][NH:20][C:11]([C:9]1[NH:8][C:5]2=[CH:6][N:7]=[C:2]([Cl:1])[CH:3]=[C:4]2[CH:10]=1)=[O:13])[CH3:16], predict the reactants needed to synthesize it. The reactants are: [Cl:1][C:2]1[CH:3]=[C:4]2[CH:10]=[C:9]([C:11]([OH:13])=O)[NH:8][C:5]2=[CH:6][N:7]=1.Cl.[CH2:15]([O:17][C:18](=[O:21])[CH2:19][NH2:20])[CH3:16].C1C=CC2N(O)N=NC=2C=1.CCN(C(C)C)C(C)C.CCN=C=NCCCN(C)C. (2) Given the product [Cl:32][C:27]1[CH:28]=[CH:29][CH:30]=[CH:31][C:26]=1[C:16]1[N:15]=[C:14]2[O:33][C:10]([CH2:9][OH:8])([CH3:38])[CH2:11][CH:12]([NH:34][C:35](=[O:37])[CH3:36])[C:13]2=[CH:18][C:17]=1[C:19]1[CH:20]=[CH:21][C:22]([Cl:25])=[CH:23][CH:24]=1, predict the reactants needed to synthesize it. The reactants are: C([O:8][CH2:9][C:10]1([CH3:38])[O:33][C:14]2=[N:15][C:16]([C:26]3[CH:31]=[CH:30][CH:29]=[CH:28][C:27]=3[Cl:32])=[C:17]([C:19]3[CH:24]=[CH:23][C:22]([Cl:25])=[CH:21][CH:20]=3)[CH:18]=[C:13]2[CH:12]([NH:34][C:35](=[O:37])[CH3:36])[CH2:11]1)C1C=CC=CC=1. (3) The reactants are: [CH3:1][N:2]([C:7](=[O:16])[C:8]#[C:9][C:10]1[CH:15]=[CH:14][CH:13]=[CH:12][CH:11]=1)[CH2:3][C:4]([OH:6])=O.CCN(CC)CC.C(Cl)(C(C)(C)C)=[O:25].[CH2:31]([C@H:38]1[CH2:42][O:41][C:40](=O)[NH:39]1)[C:32]1[CH:37]=[CH:36][CH:35]=[CH:34][CH:33]=1.[Li]CCCC.[NH4+].[Cl-]. Given the product [O:25]=[C:33]1[CH:34]=[CH:35][CH:36]=[CH:37][CH:32]1[CH2:31][C@H:38]1[CH2:42][O:41][CH2:40][N:39]1[C:4](=[O:6])[CH2:3][N:2]([CH3:1])[C:7](=[O:16])[C:8]#[C:9][C:10]1[CH:15]=[CH:14][CH:13]=[CH:12][CH:11]=1, predict the reactants needed to synthesize it. (4) Given the product [Cl:1][C:2]1[CH:3]=[C:4]([NH:16][C:17]2[C:26]3[C:21](=[CH:22][CH:23]=[CH:24][C:25]=3[O:27][C@H:28]([CH3:32])[C:29]([N:36]([CH3:37])[CH3:33])=[O:30])[N:20]=[CH:19][N:18]=2)[CH:5]=[CH:6][C:7]=1[O:8][CH2:9][C:10]1[CH:15]=[CH:14][CH:13]=[CH:12][N:11]=1, predict the reactants needed to synthesize it. The reactants are: [Cl:1][C:2]1[CH:3]=[C:4]([NH:16][C:17]2[C:26]3[C:21](=[CH:22][CH:23]=[CH:24][C:25]=3[O:27][C@H:28]([CH3:32])[C:29](O)=[O:30])[N:20]=[CH:19][N:18]=2)[CH:5]=[CH:6][C:7]=1[O:8][CH2:9][C:10]1[CH:15]=[CH:14][CH:13]=[CH:12][N:11]=1.[CH:33]([N:36](CC)[CH:37](C)C)(C)C.CN(C(ON1N=NC2C=CC=NC1=2)=[N+](C)C)C.F[P-](F)(F)(F)(F)F.CNC.O1CCOCC1. (5) Given the product [CH2:11]([C:10]1[CH:9]=[CH:24][CH:23]=[CH:22][C:21]=1[O:20][CH3:19])[CH2:12][CH2:13][CH2:14][CH2:15][CH3:8], predict the reactants needed to synthesize it. The reactants are: C=CCCCC.B1[CH:12]2[CH2:13][CH2:14][CH2:15][CH:8]1[CH2:9][CH2:10][CH2:11]2.[OH-].[Na+].I[CH2:19][O:20][C:21]1C=C[CH:24]=[CH:23][CH:22]=1. (6) Given the product [CH3:30][O:29][C:27]([NH:26][C@H:25]([C:24]([NH:23][C:18]1[CH:19]=[CH:20][CH:21]=[CH:22][C:17]=1[CH2:16][CH2:15][C@@H:13]1[CH2:14][NH:9][C@H:10]([C:45]([OH:47])=[O:46])[CH2:11][O:12]1)=[O:44])[CH:31]([C:32]1[CH:33]=[CH:34][CH:35]=[CH:36][CH:37]=1)[C:38]1[CH:43]=[CH:42][CH:41]=[CH:40][CH:39]=1)=[O:28], predict the reactants needed to synthesize it. The reactants are: Cl.C(OC([N:9]1[CH2:14][C@@H:13]([CH2:15][CH2:16][C:17]2[CH:22]=[CH:21][CH:20]=[CH:19][C:18]=2[NH:23][C:24](=[O:44])[C@H:25]([CH:31]([C:38]2[CH:43]=[CH:42][CH:41]=[CH:40][CH:39]=2)[C:32]2[CH:37]=[CH:36][CH:35]=[CH:34][CH:33]=2)[NH:26][C:27]([O:29][CH3:30])=[O:28])[O:12][CH2:11][C@H:10]1[C:45]([OH:47])=[O:46])=O)(C)(C)C. (7) Given the product [Cl:25][C:22]1[CH:23]=[N:24][C:15]([NH:1][C:2]2[CH:3]=[N:4][CH:5]=[CH:6][CH:7]=2)=[C:16]([CH:21]=1)[C:17]([O:19][CH3:20])=[O:18], predict the reactants needed to synthesize it. The reactants are: [NH2:1][C:2]1[CH:3]=[N:4][CH:5]=[CH:6][CH:7]=1.C(=O)([O-])[O-].[Cs+].[Cs+].Cl[C:15]1[N:24]=[CH:23][C:22]([Cl:25])=[CH:21][C:16]=1[C:17]([O:19][CH3:20])=[O:18].O1CCOCC1.